This data is from Reaction yield outcomes from USPTO patents with 853,638 reactions. The task is: Predict the reaction yield, written as a fraction of the theoretical maximum amount of product (1.0 means a 100% yield; for example, 0.34 means a 34% yield). The reactants are Cl[C:2]1[CH:3]=[C:4]([CH:22]=[CH:23][N:24]=1)[C:5]([NH:7][C:8]1[S:9][CH:10]=[C:11]([C:13]2[C:18]([CH3:19])=[CH:17][C:16]([CH3:20])=[CH:15][C:14]=2[CH3:21])[N:12]=1)=[O:6].[NH:25]1[CH2:30][CH2:29][O:28][CH2:27][CH2:26]1.O. The catalyst is CN1CCCC1=O. The product is [C:14]1([CH3:21])[CH:15]=[C:16]([CH3:20])[CH:17]=[C:18]([CH3:19])[C:13]=1[C:11]1[N:12]=[C:8]([NH:7][C:5](=[O:6])[C:4]2[CH:22]=[CH:23][N:24]=[C:2]([N:25]3[CH2:30][CH2:29][O:28][CH2:27][CH2:26]3)[CH:3]=2)[S:9][CH:10]=1. The yield is 0.630.